From a dataset of Reaction yield outcomes from USPTO patents with 853,638 reactions. Predict the reaction yield, written as a fraction of the theoretical maximum amount of product (1.0 means a 100% yield; for example, 0.34 means a 34% yield). (1) The reactants are Cl[C:2]1[N:7]=[C:6]2[CH2:8][CH2:9][CH2:10][C:5]2=[C:4]([NH:11][C:12]2[CH:17]=[CH:16][C:15]([CH2:18][C:19]([O:21][CH2:22][CH3:23])=[O:20])=[CH:14][CH:13]=2)[CH:3]=1.[CH3:24][N:25]1[CH2:30][CH2:29][NH:28][CH2:27][CH2:26]1. No catalyst specified. The product is [CH3:24][N:25]1[CH2:30][CH2:29][N:28]([C:2]2[N:7]=[C:6]3[CH2:8][CH2:9][CH2:10][C:5]3=[C:4]([NH:11][C:12]3[CH:17]=[CH:16][C:15]([CH2:18][C:19]([O:21][CH2:22][CH3:23])=[O:20])=[CH:14][CH:13]=3)[CH:3]=2)[CH2:27][CH2:26]1. The yield is 0.150. (2) The reactants are [C:1]([O:5][C:6]([N:8]([C:20]([O:22][C:23]([CH3:26])([CH3:25])[CH3:24])=[O:21])[C@:9]1([C:15]([O:17][CH2:18][CH3:19])=[O:16])[CH2:11][C@H:10]1[CH2:12][CH:13]=[O:14])=[O:7])([CH3:4])([CH3:3])[CH3:2].[CH2:27]([Mg]Br)[CH2:28][CH:29]=[CH2:30]. The catalyst is O1CCCC1. The product is [C:1]([O:5][C:6]([N:8]([C:20]([O:22][C:23]([CH3:25])([CH3:24])[CH3:26])=[O:21])[C@:9]1([C:15]([O:17][CH2:18][CH3:19])=[O:16])[CH2:11][C@H:10]1[CH2:12][CH:13]([OH:14])[CH2:30][CH2:29][CH:28]=[CH2:27])=[O:7])([CH3:4])([CH3:2])[CH3:3]. The yield is 0.340. (3) The reactants are C([O:3][C:4]([C:6]1[CH:10]=[C:9]([C:11]2[CH:16]=[CH:15][C:14]([CH3:17])=[CH:13][CH:12]=2)[N:8]([C:18]2[CH:23]=[CH:22][C:21]([S:24](=[O:27])(=[O:26])[NH2:25])=[CH:20][CH:19]=2)[N:7]=1)=O)C.[H-].[H-].[H-].[H-].[Li+].[Al+3].O. The catalyst is C1COCC1. The product is [OH:3][CH2:4][C:6]1[CH:10]=[C:9]([C:11]2[CH:12]=[CH:13][C:14]([CH3:17])=[CH:15][CH:16]=2)[N:8]([C:18]2[CH:23]=[CH:22][C:21]([S:24]([NH2:25])(=[O:26])=[O:27])=[CH:20][CH:19]=2)[N:7]=1. The yield is 0.800. (4) The reactants are Br[C:2]1[CH:3]=[CH:4][C:5]2[C:6]3[C:11]([C:12]4[CH:13]=[CH:14][CH:15]=[CH:16][C:17]=4[C:18]=2[CH:19]=1)=[CH:10][C:9]1=[CH:20][C:21]2[C:26]([C:25]([CH3:28])([CH3:27])[CH:24]=[CH:23][CH:22]=2)=[C:8]1[CH:7]=3.[CH3:44][C:39]1([CH3:45])[C:40]([CH3:43])([CH3:42])[O:41][B:37]([B:37]2[O:41][C:40]([CH3:43])([CH3:42])[C:39]([CH3:45])([CH3:44])[O:38]2)[O:38]1. The catalyst is C1C=CC([P]([Pd]([P](C2C=CC=CC=2)(C2C=CC=CC=2)C2C=CC=CC=2)([P](C2C=CC=CC=2)(C2C=CC=CC=2)C2C=CC=CC=2)[P](C2C=CC=CC=2)(C2C=CC=CC=2)C2C=CC=CC=2)(C2C=CC=CC=2)C2C=CC=CC=2)=CC=1.O1CCOCC1. The product is [CH3:27][C:25]1([CH3:28])[C:26]2[C:21]([CH:20]=[C:9]3[C:8]=2[CH:7]=[C:6]2[C:11]([C:12]4[CH:13]=[CH:14][CH:15]=[CH:16][C:17]=4[C:18]4[CH:19]=[C:2]([B:37]5[O:38][C:39]([CH3:44])([CH3:45])[C:40]([CH3:42])([CH3:43])[O:41]5)[CH:3]=[CH:4][C:5]=42)=[CH:10]3)=[CH:22][CH:23]=[CH:24]1. The yield is 0.690. (5) The reactants are COC[O:4][C:5]1[CH:10]=[CH:9][CH:8]=[C:7]([O:11]COC)[C:6]=1[C:15]1[CH:20]=[CH:19][CH:18]=[CH:17][CH:16]=1.Cl.O. The catalyst is CO. The product is [C:6]1([C:15]2[CH:16]=[CH:17][CH:18]=[CH:19][CH:20]=2)[C:5]([OH:4])=[CH:10][CH:9]=[CH:8][C:7]=1[OH:11]. The yield is 0.990.